From a dataset of Catalyst prediction with 721,799 reactions and 888 catalyst types from USPTO. Predict which catalyst facilitates the given reaction. Reactant: [C:1]([OH:11])(=[O:10])[C@H:2]([CH:4]1[CH2:9][CH2:8][CH2:7][CH2:6][CH2:5]1)[OH:3].O1[B:17]([C@@H:18]([NH:23][C:24](=[O:37])[CH2:25][NH:26][C:27](=[O:36])[C:28]2[CH:33]=[C:32]([Cl:34])[CH:31]=[CH:30][C:29]=2[Cl:35])[CH2:19][CH:20]([CH3:22])[CH3:21])O[B:17]([C@@H:18]([NH:23][C:24](=[O:37])[CH2:25][NH:26][C:27](=[O:36])[C:28]2[CH:33]=[C:32]([Cl:34])[CH:31]=[CH:30][C:29]=2[Cl:35])[CH2:19][CH:20]([CH3:22])[CH3:21])O[B:17]1[C@@H:18]([NH:23][C:24](=[O:37])[CH2:25][NH:26][C:27](=[O:36])[C:28]1[CH:33]=[C:32]([Cl:34])[CH:31]=[CH:30][C:29]=1[Cl:35])[CH2:19][CH:20]([CH3:22])[CH3:21]. Product: [Cl:35][C:29]1[CH:30]=[CH:31][C:32]([Cl:34])=[CH:33][C:28]=1[C:27]([NH:26][CH2:25][C:24]([NH:23][C@H:18]([B:17]1[O:3][C@@H:2]([CH:4]2[CH2:9][CH2:8][CH2:7][CH2:6][CH2:5]2)[C:1](=[O:11])[O:10]1)[CH2:19][CH:20]([CH3:22])[CH3:21])=[O:37])=[O:36]. The catalyst class is: 25.